From a dataset of Reaction yield outcomes from USPTO patents with 853,638 reactions. Predict the reaction yield, written as a fraction of the theoretical maximum amount of product (1.0 means a 100% yield; for example, 0.34 means a 34% yield). (1) The reactants are [CH2:1]([O:3][C:4](=[O:17])[C:5]([N+:15]#[C-:16])=[C:6](Br)[C:7]1[CH:12]=[CH:11][CH:10]=[CH:9][C:8]=1[Br:13])[CH3:2].C(N(CC)CC)C.[CH2:25]([NH2:29])[CH:26]([CH3:28])[CH3:27]. The catalyst is CN(C)C=O. The product is [CH2:1]([O:3][C:4]([C:5]1[N:15]=[CH:16][N:29]([CH2:25][CH:26]([CH3:28])[CH3:27])[C:6]=1[C:7]1[CH:12]=[CH:11][CH:10]=[CH:9][C:8]=1[Br:13])=[O:17])[CH3:2]. The yield is 0.710. (2) The reactants are [CH2:1]([O:8][C:9](=[O:14])[C@H:10]([CH2:12][OH:13])[NH2:11])[C:2]1[CH:7]=[CH:6][CH:5]=[CH:4][CH:3]=1.[C:15]([O:28][C@H:29]([CH2:34][CH2:35][CH2:36][CH2:37][CH2:38][CH2:39][CH2:40][CH2:41][CH2:42][CH2:43][CH3:44])[CH2:30][C:31](O)=[O:32])(=[O:27])[CH2:16][CH2:17][CH2:18][CH2:19][CH2:20][CH2:21][CH2:22][CH2:23][CH2:24][CH2:25][CH3:26].C(Cl)CCl.CI. The catalyst is C(Cl)Cl. The product is [CH2:1]([O:8][C:9](=[O:14])[C@H:10]([CH2:12][OH:13])[NH:11][C:31](=[O:32])[CH2:30][C@H:29]([O:28][C:15](=[O:27])[CH2:16][CH2:17][CH2:18][CH2:19][CH2:20][CH2:21][CH2:22][CH2:23][CH2:24][CH2:25][CH3:26])[CH2:34][CH2:35][CH2:36][CH2:37][CH2:38][CH2:39][CH2:40][CH2:41][CH2:42][CH2:43][CH3:44])[C:2]1[CH:7]=[CH:6][CH:5]=[CH:4][CH:3]=1. The yield is 0.900. (3) The reactants are [CH:1]1([NH:6][C:7]2[N:12]3[N:13]=[C:14]([C:23]4[CH:28]=[CH:27][C:26]([O:29][CH3:30])=[CH:25][CH:24]=4)[C:15]([C:16](=O)/[CH:17]=[CH:18]/N(C)C)=[C:11]3[CH:10]=[CH:9][CH:8]=2)[CH2:5][CH2:4][CH2:3][CH2:2]1.[N+]([O-])([O-])=O.[C:35]([C:43]1[CH:44]=[C:45]([NH:49][C:50]([NH2:52])=[NH2+:51])[CH:46]=[CH:47][CH:48]=1)(=[O:42])[C:36]1[CH:41]=[CH:40][CH:39]=[CH:38][CH:37]=1.C(=O)([O-])[O-].[K+].[K+].CCOCC. The catalyst is CN(C)C=O.O. The product is [CH:1]1([NH:6][C:7]2[N:12]3[N:13]=[C:14]([C:23]4[CH:28]=[CH:27][C:26]([O:29][CH3:30])=[CH:25][CH:24]=4)[C:15]([C:16]4[CH:17]=[CH:18][N:52]=[C:50]([NH:49][C:45]5[CH:44]=[C:43]([C:35]([C:36]6[CH:41]=[CH:40][CH:39]=[CH:38][CH:37]=6)=[O:42])[CH:48]=[CH:47][CH:46]=5)[N:51]=4)=[C:11]3[CH:10]=[CH:9][CH:8]=2)[CH2:2][CH2:3][CH2:4][CH2:5]1. The yield is 0.760. (4) The reactants are Br[CH2:2][C:3]([C:5]1[CH:6]=[CH:7][C:8]([F:15])=[C:9]([S:11]([NH2:14])(=[O:13])=[O:12])[CH:10]=1)=[O:4].[BH4-].[Na+].[OH-].[Na+].Cl. The catalyst is CO. The product is [F:15][C:8]1[CH:7]=[CH:6][C:5]([CH:3]2[CH2:2][O:4]2)=[CH:10][C:9]=1[S:11]([NH2:14])(=[O:13])=[O:12]. The yield is 0.480. (5) The reactants are Br[C:2]1[CH:7]=[C:6]([CH3:8])[C:5]([N+:9]([O-:11])=[O:10])=[CH:4][N:3]=1.C([O-])([O-])=O.[Na+].[Na+].[N:18]1[CH:23]=[CH:22][CH:21]=[C:20](B(O)O)[CH:19]=1. The catalyst is CN(C=O)C. The yield is 0.800. The product is [CH3:8][C:6]1[C:5]([N+:9]([O-:11])=[O:10])=[CH:4][N:3]=[C:2]([C:20]2[CH:19]=[N:18][CH:23]=[CH:22][CH:21]=2)[CH:7]=1.